This data is from Reaction yield outcomes from USPTO patents with 853,638 reactions. The task is: Predict the reaction yield, written as a fraction of the theoretical maximum amount of product (1.0 means a 100% yield; for example, 0.34 means a 34% yield). (1) The reactants are [Br:1]P(Br)Br.O[CH:6]([C:8]1[CH:9]=[C:10]([C:25]([N:27]([CH3:29])[CH3:28])=[O:26])[CH:11]=[C:12]2[C:17]=1[O:16][C:15]([N:18]1[CH2:23][CH2:22][O:21][CH2:20][CH2:19]1)=[CH:14][C:13]2=[O:24])[CH3:7]. The catalyst is C(Cl)Cl. The product is [BrH:1].[Br:1][CH:6]([C:8]1[CH:9]=[C:10]([C:25]([N:27]([CH3:29])[CH3:28])=[O:26])[CH:11]=[C:12]2[C:17]=1[O:16][C:15]([N:18]1[CH2:23][CH2:22][O:21][CH2:20][CH2:19]1)=[CH:14][C:13]2=[O:24])[CH3:7]. The yield is 0.820. (2) The reactants are [Br:1][C:2]1[CH:3]=[N:4][N:5]([CH3:16])[C:6]=1[C:7]1[CH:8]=[C:9]([C:13]([OH:15])=O)[S:10][C:11]=1[CH3:12].[NH2:17][C@@H:18]([CH2:31][C:32]1[CH:37]=[CH:36][CH:35]=[C:34]([C:38]([F:41])([F:40])[F:39])[CH:33]=1)[CH2:19][N:20]1[C:28](=[O:29])[C:27]2[C:22](=[CH:23][CH:24]=[CH:25][CH:26]=2)[C:21]1=[O:30].CC(OC(N[C@H](C(O)=O)CC1C=CC=CC=1C(F)(F)F)=O)(C)C.C1CN([P+](Br)(N2CCCC2)N2CCCC2)CC1.F[P-](F)(F)(F)(F)F.CCN(C(C)C)C(C)C. The catalyst is C(Cl)(Cl)Cl. The product is [Br:1][C:2]1[CH:3]=[N:4][N:5]([CH3:16])[C:6]=1[C:7]1[CH:8]=[C:9]([C:13]([NH:17][C@@H:18]([CH2:31][C:32]2[CH:37]=[CH:36][CH:35]=[C:34]([C:38]([F:41])([F:39])[F:40])[CH:33]=2)[CH2:19][N:20]2[C:21](=[O:30])[C:22]3[C:27](=[CH:26][CH:25]=[CH:24][CH:23]=3)[C:28]2=[O:29])=[O:15])[S:10][C:11]=1[CH3:12]. The yield is 0.690. (3) The reactants are [C:1]([O:5][C:6](=[O:19])[NH:7][CH2:8][CH2:9][CH2:10][C:11]1[CH:12]=[N:13][C:14]([CH3:18])=[C:15]([NH2:17])[CH:16]=1)([CH3:4])([CH3:3])[CH3:2].[CH2:20]([O:27][C:28]([NH:30][C:31](=[N:34][C:35]([O:37][CH2:38][C:39]1[CH:44]=[CH:43][CH:42]=[CH:41][CH:40]=1)=[O:36])SC)=[O:29])[C:21]1[CH:26]=[CH:25][CH:24]=[CH:23][CH:22]=1. The catalyst is C(Cl)Cl.[Hg](Cl)Cl. The product is [C:1]([O:5][C:6]([NH:7][CH2:8][CH2:9][CH2:10][C:11]1[CH:16]=[C:15]([NH:17]/[C:31](/[NH:34][C:35](=[O:36])[O:37][CH2:38][C:39]2[CH:44]=[CH:43][CH:42]=[CH:41][CH:40]=2)=[N:30]/[C:28](=[O:29])[O:27][CH2:20][C:21]2[CH:22]=[CH:23][CH:24]=[CH:25][CH:26]=2)[C:14]([CH3:18])=[N:13][CH:12]=1)=[O:19])([CH3:3])([CH3:4])[CH3:2]. The yield is 0.610. (4) The reactants are Br[CH2:2][CH2:3][CH:4]=[C:5]1[C:11]2[CH:12]=[CH:13][CH:14]=[N:15][C:10]=2[CH2:9][O:8][C:7]2[CH:16]=[CH:17][C:18]([C:20]([OH:23])([CH3:22])[CH3:21])=[CH:19][C:6]1=2.[Cl:24][C:25]1[CH:30]=[CH:29][C:28]([N:31]2[CH2:36][CH2:35][NH:34][CH2:33][CH:32]2[CH3:37])=[CH:27][CH:26]=1.[I-].[K+]. The catalyst is C(O)(C)C. The product is [Cl:24][C:25]1[CH:26]=[CH:27][C:28]([N:31]2[CH2:36][CH2:35][N:34]([CH2:2][CH2:3][CH:4]=[C:5]3[C:11]4[CH:12]=[CH:13][CH:14]=[N:15][C:10]=4[CH2:9][O:8][C:7]4[CH:16]=[CH:17][C:18]([C:20]([OH:23])([CH3:22])[CH3:21])=[CH:19][C:6]3=4)[CH2:33][CH:32]2[CH3:37])=[CH:29][CH:30]=1. The yield is 0.690. (5) The reactants are Cl[C:2]1[C:7]([C:8]2[CH:9]=[C:10]3[C:14](=[CH:15][CH:16]=2)[N:13]([CH2:17][O:18][CH2:19][CH2:20][Si:21]([CH3:24])([CH3:23])[CH3:22])[N:12]=[C:11]3[CH:25]=[O:26])=[CH:6][CH:5]=[CH:4][N:3]=1.Br[C:28]1[CH:33]=[CH:32][CH:31]=[C:30]([CH:34]([F:36])[F:35])[N:29]=1. No catalyst specified. The product is [F:35][CH:34]([F:36])[C:30]1[N:29]=[C:28]([C:2]2[C:7]([C:8]3[CH:9]=[C:10]4[C:14](=[CH:15][CH:16]=3)[N:13]([CH2:17][O:18][CH2:19][CH2:20][Si:21]([CH3:24])([CH3:23])[CH3:22])[N:12]=[C:11]4[CH:25]=[O:26])=[CH:6][CH:5]=[CH:4][N:3]=2)[CH:33]=[CH:32][CH:31]=1. The yield is 0.492.